Predict the reactants needed to synthesize the given product. From a dataset of Full USPTO retrosynthesis dataset with 1.9M reactions from patents (1976-2016). Given the product [Cl:31][C:19]1[CH:20]=[C:21]([C:24]2[C:29]([CH3:30])=[N:28][CH:27]=[CH:26][N:25]=2)[CH:22]=[CH:23][C:18]=1[C:16]1[C:15](=[O:32])[N:14]([CH2:33][C:34]2[CH:35]=[N:36][CH:37]=[CH:38][CH:39]=2)[C:7]2[N:8]=[C:9]([NH:46][C@@H:43]3[CH2:44][CH2:45][O:41][CH2:42]3)[N:10]=[CH:5][C:6]=2[CH:17]=1, predict the reactants needed to synthesize it. The reactants are: C([C:5]1[C:6]2[CH:17]=[C:16]([C:18]3[CH:23]=[CH:22][C:21]([C:24]4[C:29]([CH3:30])=[N:28][CH:27]=[CH:26][N:25]=4)=[CH:20][C:19]=3[Cl:31])[C:15](=[O:32])[N:14]([CH2:33][C:34]3[CH:35]=[N:36][CH:37]=[CH:38][CH:39]=3)[C:7]=2[N:8]=[C:9](S(C)=O)[N:10]=1)(C)(C)C.Cl.[O:41]1[CH2:45][CH2:44][C@@H:43]([NH2:46])[CH2:42]1.CCN(C(C)C)C(C)C.